Predict which catalyst facilitates the given reaction. From a dataset of Catalyst prediction with 721,799 reactions and 888 catalyst types from USPTO. (1) Reactant: [CH3:1][C:2]1[CH:3]=[C:4](CC#N)[CH:5]=[C:6]([CH3:9])[C:7]=1[OH:8].CO[CH2:15][CH2:16][O:17]C.[OH-:19].[K+]. Product: [CH3:1][C:2]1[CH:3]=[C:4]([CH2:15][C:16]([OH:17])=[O:19])[CH:5]=[C:6]([CH3:9])[C:7]=1[OH:8]. The catalyst class is: 6. (2) Reactant: [Br:1][C:2]1[CH:10]=[CH:9][C:5]([C:6]([OH:8])=[O:7])=[C:4]([F:11])[CH:3]=1.O[CH2:13][CH2:14][C:15]1[CH:20]=[CH:19][CH:18]=[CH:17][N:16]=1.CCN=C=NCCCN(C)C.Cl.ON1C2C=CC=CC=2N=N1.CCN(C(C)C)C(C)C. Product: [Br:1][C:2]1[CH:10]=[CH:9][C:5]([C:6]([O:8][CH2:13][CH2:14][C:15]2[CH:20]=[CH:19][CH:18]=[CH:17][N:16]=2)=[O:7])=[C:4]([F:11])[CH:3]=1. The catalyst class is: 210. (3) Reactant: C[O:2][C:3]([C:5]1[N:13]=[CH:12][C:11]2[NH:10][C:9]3[N:14]=[CH:15][C:16]([C:18]4[CH:23]=[CH:22][C:21]([CH2:24][N:25]5[CH2:30][CH2:29][CH2:28][CH2:27][CH2:26]5)=[CH:20][CH:19]=4)=[CH:17][C:8]=3[C:7]=2[CH:6]=1)=O.[NH3:31]. Product: [N:25]1([CH2:24][C:21]2[CH:22]=[CH:23][C:18]([C:16]3[CH:15]=[N:14][C:9]4[NH:10][C:11]5[CH:12]=[N:13][C:5]([C:3]([NH2:31])=[O:2])=[CH:6][C:7]=5[C:8]=4[CH:17]=3)=[CH:19][CH:20]=2)[CH2:26][CH2:27][CH2:28][CH2:29][CH2:30]1. The catalyst class is: 5. (4) Reactant: [Br:1][C:2]1[C:7]([NH:8][C:9]([C:11]2[CH:15]=[CH:14][O:13][N:12]=2)=O)=[CH:6][C:5]([F:16])=[CH:4][N:3]=1.B.C1COCC1. Product: [Br:1][C:2]1[C:7]([NH:8][CH2:9][C:11]2[CH:15]=[CH:14][O:13][N:12]=2)=[CH:6][C:5]([F:16])=[CH:4][N:3]=1. The catalyst class is: 1. (5) Product: [CH3:8][C:6]1([CH3:7])[C:2]([CH3:21])([CH3:1])[O:3][B:4]([C:9]2[CH:14]=[CH:13][N:12]=[C:11]([N:15]3[CH2:16][CH2:17][N:18]([C:29]([O:31][C:32]([CH3:35])([CH3:34])[CH3:33])=[O:30])[CH2:19][CH2:20]3)[CH:10]=2)[O:5]1. Reactant: [CH3:1][C:2]1([CH3:21])[C:6]([CH3:8])([CH3:7])[O:5][B:4]([C:9]2[CH:14]=[CH:13][N:12]=[C:11]([N:15]3[CH2:20][CH2:19][NH:18][CH2:17][CH2:16]3)[CH:10]=2)[O:3]1.C(N(CC)CC)C.[C:29](O[C:29]([O:31][C:32]([CH3:35])([CH3:34])[CH3:33])=[O:30])([O:31][C:32]([CH3:35])([CH3:34])[CH3:33])=[O:30]. The catalyst class is: 4. (6) Reactant: Br[C:2]1[S:3][C:4]2[CH:10]=[C:9](F)[CH:8]=[CH:7][C:5]=2[N:6]=1.CC1(C)C(C)(C)OB([C:20]2[CH:21]=[CH:22][C:23]([N:26]3CCOC[CH2:27]3)=[N:24][CH:25]=2)O1.[CH3:33][O:34]C1C=CC2N=C(C3C=NC(N)=NC=3)SC=2C=1. Product: [CH3:33][O:34][C:8]1[CH:9]=[CH:10][C:4]2[S:3][C:2]([C:20]3[CH:21]=[CH:22][C:23]([NH:26][CH3:27])=[N:24][CH:25]=3)=[N:6][C:5]=2[CH:7]=1. The catalyst class is: 243.